From a dataset of Full USPTO retrosynthesis dataset with 1.9M reactions from patents (1976-2016). Predict the reactants needed to synthesize the given product. Given the product [CH3:1][NH:2][S:3]([CH2:6][CH2:7][C:8]1[CH:13]=[CH:12][C:11]([NH2:14])=[C:10]([C:20]2[CH2:21][CH2:22][C:17]([CH3:32])([CH3:16])[CH2:18][CH:19]=2)[CH:9]=1)(=[O:5])=[O:4], predict the reactants needed to synthesize it. The reactants are: [CH3:1][NH:2][S:3]([CH2:6][CH2:7][C:8]1[CH:13]=[CH:12][C:11]([NH2:14])=[C:10](Br)[CH:9]=1)(=[O:5])=[O:4].[CH3:16][C:17]1([CH3:32])[CH2:22][CH2:21][C:20](B2OC(C)(C)C(C)(C)O2)=[CH:19][CH2:18]1.C([O-])([O-])=O.[Na+].[Na+].